From a dataset of Full USPTO retrosynthesis dataset with 1.9M reactions from patents (1976-2016). Predict the reactants needed to synthesize the given product. Given the product [CH3:13][O:12][CH2:11][CH2:10][CH2:9][CH2:8][C:4]1[CH:3]=[C:2]([CH:7]=[CH:6][CH:5]=1)[CH:22]=[O:23], predict the reactants needed to synthesize it. The reactants are: Br[C:2]1[CH:7]=[CH:6][CH:5]=[C:4]([CH2:8][CH2:9][CH2:10][CH2:11][O:12][CH3:13])[CH:3]=1.C([Li])CCC.CN([CH:22]=[O:23])C.Cl.